Predict the product of the given reaction. From a dataset of Forward reaction prediction with 1.9M reactions from USPTO patents (1976-2016). (1) Given the reactants CC(C)(C)[C@H](NC(=O)[C@@H](NC)C)C(N1[C@H](C(=O)N[C@H]2C3C(=CC=CC=3)CCC2)CC2C(=CC(NC(=O)CCC(N[C@H]3C[C@@H](C(=O)N[C@H]4C5C(=CC=CC=5)CCC4)N(C(=O)[C@@H](NC(=O)[C@@H](NC)C)C(C)(C)C)C3)=O)=CC=2)C1)=O.[C@H:78]1([NH:88][C:89]([C@@H:91]2[CH2:96][C@H:95]([O:97][CH2:98][C:99]3[CH:108]=[CH:107][C:102]([C:103]([O:105][CH3:106])=[O:104])=[CH:101][CH:100]=3)[CH2:94][CH2:93][NH:92]2)=[O:90])[C:87]2[C:82](=[CH:83][CH:84]=[CH:85][CH:86]=2)[CH2:81][CH2:80][CH2:79]1.[C:109]([O:113][C:114]([NH:116][C@@H:117]([C:121]([CH3:124])([CH3:123])[CH3:122])[C:118](O)=[O:119])=[O:115])([CH3:112])([CH3:111])[CH3:110], predict the reaction product. The product is: [C:109]([O:113][C:114]([NH:116][C@@H:117]([C:121]([CH3:124])([CH3:123])[CH3:122])[C:118]([N:92]1[CH2:93][CH2:94][C@@H:95]([O:97][CH2:98][C:99]2[CH:100]=[CH:101][C:102]([C:103]([O:105][CH3:106])=[O:104])=[CH:107][CH:108]=2)[CH2:96][C@H:91]1[C:89](=[O:90])[NH:88][C@H:78]1[C:87]2[C:82](=[CH:83][CH:84]=[CH:85][CH:86]=2)[CH2:81][CH2:80][CH2:79]1)=[O:119])=[O:115])([CH3:112])([CH3:111])[CH3:110]. (2) Given the reactants [CH3:1][C:2]1[O:6][N:5]=[C:4]([C:7]2[CH:12]=[CH:11][CH:10]=[CH:9][CH:8]=2)[C:3]=1[C:13]([OH:15])=[O:14].[Li].[CH2:17](Br)[C:18]1[CH:23]=[CH:22][CH:21]=[CH:20][CH:19]=1.Cl, predict the reaction product. The product is: [C:7]1([C:4]2[C:3]([C:13]([OH:15])=[O:14])=[C:2]([CH2:1][CH2:17][C:18]3[CH:23]=[CH:22][CH:21]=[CH:20][CH:19]=3)[O:6][N:5]=2)[CH:12]=[CH:11][CH:10]=[CH:9][CH:8]=1. (3) Given the reactants FC(F)(F)C(O)=[O:4].[CH3:8][C:9]1[N:10]=[C:11]([S:14]([N:17]2[CH2:22][CH2:21][NH:20][C:19](=O)[CH2:18]2)(=[O:16])=[O:15])[S:12][CH:13]=1.[N:24]1([CH2:33][C:34](O)=[O:35])[CH:32]=[C:30]([CH3:31])[C:28](=[O:29])[NH:27][C:25]1=[O:26].C1CN([P+](ON2N=NC3C=CC=CC2=3)(N2CCCC2)N2CCCC2)CC1.F[P-](F)(F)(F)(F)F, predict the reaction product. The product is: [CH3:8][C:9]1[N:10]=[C:11]([S:14]([N:17]2[CH2:22][CH2:21][N:20]([C:34](=[O:35])[CH2:33][N:24]3[CH:32]=[C:30]([CH3:31])[C:28](=[O:29])[NH:27][C:25]3=[O:26])[CH2:19][C:18]2=[O:4])(=[O:16])=[O:15])[S:12][CH:13]=1. (4) The product is: [O:1]=[CH:2][C@@H:3]([C@H:5]([C@@H:7]([C@@H:9]([CH2:11][OH:13])[OH:10])[OH:8])[OH:6])[OH:4]. Given the reactants [O:1]=[CH:2][C@@H:3]([C@H:5]([C@@H:7]([CH2:9][OH:10])[OH:8])[OH:6])[OH:4].[CH2:11]([OH:13])C, predict the reaction product. (5) Given the reactants [CH3:1][C@@H:2]1[C@H:20]([OH:21])[C@@H:19]([CH3:22])[C:17](=[O:18])[C:16]([CH3:24])([CH3:23])[C@@H:15]([OH:25])[CH2:14][C:12](=[O:13])[O:11][C@H:10](/[C:26](/[CH3:35])=[CH:27]/[C:28]2[N:32]=[C:31]([CH2:33]O)[S:30][CH:29]=2)[CH2:9][C@@H:7]2[O:8][C@:6]2([CH3:36])[CH2:5][CH2:4][CH2:3]1.C1(P([N:51]=[N+]=[N-])(C2C=CC=CC=2)=O)C=CC=CC=1.N12CCCN=C1CCCCC2.CP(C)C.[NH4+].[OH-], predict the reaction product. The product is: [NH2:51][CH2:33][C:31]1[S:30][CH:29]=[C:28]([CH:27]=[C:26]([CH:10]2[O:11][C:12](=[O:13])[CH2:14][CH:15]([OH:25])[C:16]([CH3:24])([CH3:23])[C:17](=[O:18])[CH:19]([CH3:22])[CH:20]([OH:21])[CH:2]([CH3:1])[CH2:3][CH2:4][CH2:5][C:6]3([CH3:36])[CH:7]([O:8]3)[CH2:9]2)[CH3:35])[N:32]=1. (6) Given the reactants [Cl:1][C:2]1[N:3]=[C:4](Cl)[C:5]2[NH:10][CH:9]=[CH:8][C:6]=2[N:7]=1.[NH2:12][CH2:13][CH:14]1[CH2:17][N:16]([C:18]([O:20][C:21]([CH3:24])([CH3:23])[CH3:22])=[O:19])[CH2:15]1.C(N(CC)C(C)C)(C)C, predict the reaction product. The product is: [Cl:1][C:2]1[N:3]=[C:4]([NH:12][CH2:13][CH:14]2[CH2:17][N:16]([C:18]([O:20][C:21]([CH3:24])([CH3:23])[CH3:22])=[O:19])[CH2:15]2)[C:5]2[NH:10][CH:9]=[CH:8][C:6]=2[N:7]=1. (7) Given the reactants [CH3:1][NH:2][C:3](=[O:44])[CH:4]([N:12]1[C:18](=[O:19])[CH:17]([NH:20][C:21](=[O:39])[CH:22](Br)[CH2:23][CH2:24][CH2:25][CH2:26][N:27]2[C:31](=[O:32])[C:30]3=[CH:33][CH:34]=[CH:35][CH:36]=[C:29]3[C:28]2=[O:37])[CH2:16][C:15]2[CH:40]=[CH:41][CH:42]=[CH:43][C:14]=2[CH2:13]1)[CH2:5][C:6]1[CH:11]=[CH:10][CH:9]=[CH:8][CH:7]=1.[CH3:45][O:46][C:47]1[CH:54]=[CH:53][C:50]([CH2:51][SH:52])=[CH:49][CH:48]=1, predict the reaction product. The product is: [CH3:1][NH:2][C:3](=[O:44])[CH:4]([N:12]1[C:18](=[O:19])[CH:17]([NH:20][C:21](=[O:39])[CH:22]([S:52][CH2:51][C:50]2[CH:53]=[CH:54][C:47]([O:46][CH3:45])=[CH:48][CH:49]=2)[CH2:23][CH2:24][CH2:25][CH2:26][N:27]2[C:31](=[O:32])[C:30]3=[CH:33][CH:34]=[CH:35][CH:36]=[C:29]3[C:28]2=[O:37])[CH2:16][C:15]2[CH:40]=[CH:41][CH:42]=[CH:43][C:14]=2[CH2:13]1)[CH2:5][C:6]1[CH:11]=[CH:10][CH:9]=[CH:8][CH:7]=1. (8) Given the reactants OC1C=CC(CC(NC2C=CC=C(C#CC3C=CC=CC=3)C=2)=O)=CC=1OC.[OH:28][C:29]1[CH:34]=[CH:33][C:32]([CH2:35][C:36]([NH:38][C:39]2[CH:44]=[CH:43][CH:42]=[CH:41][C:40]=2[C:45]#[C:46][C:47]2[CH:52]=[CH:51][CH:50]=[CH:49][CH:48]=2)=[O:37])=[CH:31][C:30]=1[O:53][CH3:54], predict the reaction product. The product is: [OH:28][C:29]1[CH:34]=[CH:33][C:32]([CH2:35][C:36]([NH:38][C:39]2[CH:44]=[CH:43][CH:42]=[CH:41][C:40]=2[CH2:45][CH2:46][C:47]2[CH:52]=[CH:51][CH:50]=[CH:49][CH:48]=2)=[O:37])=[CH:31][C:30]=1[O:53][CH3:54].